From a dataset of Full USPTO retrosynthesis dataset with 1.9M reactions from patents (1976-2016). Predict the reactants needed to synthesize the given product. (1) Given the product [N:25]1([C:10]([C@@H:9]2[CH2:13][C@H:14]([OH:16])[CH2:15][N:8]2[C:6]([O:5][C:1]([CH3:2])([CH3:3])[CH3:4])=[O:7])=[O:12])[CH2:20][CH2:19][CH2:18]1, predict the reactants needed to synthesize it. The reactants are: [C:1]([O:5][C:6]([N:8]1[CH2:15][C@@H:14]([OH:16])[CH2:13][C@H:9]1[C:10]([OH:12])=O)=[O:7])([CH3:4])([CH3:3])[CH3:2].[CH:18]1[CH:18]=[CH:19][C:20]2[N:25](O)N=[N:25][C:20]=2[CH:19]=1.O.C(Cl)CCl.Cl.C([O-])([O-])=O.[K+].[K+]. (2) Given the product [NH2:20][C:2]1[C:7]([C:8]([C:10]2[CH:15]=[CH:14][CH:13]=[CH:12][C:11]=2[O:16][CH3:17])=[O:9])=[CH:6][CH:5]=[C:4]([Cl:18])[N:3]=1, predict the reactants needed to synthesize it. The reactants are: Cl[C:2]1[C:7]([C:8]([C:10]2[CH:15]=[CH:14][CH:13]=[CH:12][C:11]=2[O:16][CH3:17])=[O:9])=[CH:6][CH:5]=[C:4]([Cl:18])[N:3]=1.[OH-].[NH4+:20].O.C(OCC)(=O)C.